From a dataset of Forward reaction prediction with 1.9M reactions from USPTO patents (1976-2016). Predict the product of the given reaction. (1) Given the reactants [F:1][C:2]([F:27])([F:26])[C:3]1[CH:8]=[CH:7][C:6]([C:9]2[C:13]3[CH:14]=[CH:15][C:16]([CH2:18][CH2:19][CH2:20]OS(C)(=O)=O)=[CH:17][C:12]=3[S:11][N:10]=2)=[CH:5][CH:4]=1.[CH2:28]([NH:30][CH2:31][CH2:32][OH:33])[CH3:29], predict the reaction product. The product is: [CH2:28]([N:30]([CH2:20][CH2:19][CH2:18][C:16]1[CH:15]=[CH:14][C:13]2[C:9]([C:6]3[CH:5]=[CH:4][C:3]([C:2]([F:27])([F:1])[F:26])=[CH:8][CH:7]=3)=[N:10][S:11][C:12]=2[CH:17]=1)[CH2:31][CH2:32][OH:33])[CH3:29]. (2) Given the reactants [CH3:1][C:2]1([CH3:14])[O:6][C:5](=[O:7])[NH:4][C@H:3]1[C:8]1[CH:13]=[CH:12][CH:11]=[CH:10][CH:9]=1.[F:15][C:16]1[CH:21]=[CH:20][C:19](I)=[CH:18][N:17]=1.P([O-])([O-])([O-])=O.[K+].[K+].[K+].CNCCNC, predict the reaction product. The product is: [F:15][C:16]1[N:17]=[CH:18][C:19]([N:4]2[C@@H:3]([C:8]3[CH:9]=[CH:10][CH:11]=[CH:12][CH:13]=3)[C:2]([CH3:14])([CH3:1])[O:6][C:5]2=[O:7])=[CH:20][CH:21]=1. (3) The product is: [NH3:3].[CH3:25][OH:30].[F:20][C:5]1[C:6]([NH:8][CH:9]2[CH2:17][CH:16]3[N:12]([CH2:13][CH2:14][CH2:15]3)[C:11]([CH3:19])([CH3:18])[CH2:10]2)=[N:7][C:2]([NH:21][C:22]2[CH:23]=[CH:24][C:25]([O:30][CH:31]3[CH2:36][CH2:35][O:34][CH2:33][CH2:32]3)=[C:26]([CH:29]=2)[C:27]#[N:28])=[N:3][CH:4]=1. Given the reactants Cl[C:2]1[N:7]=[C:6]([NH:8][CH:9]2[CH2:17][CH:16]3[N:12]([CH2:13][CH2:14][CH2:15]3)[C:11]([CH3:19])([CH3:18])[CH2:10]2)[C:5]([F:20])=[CH:4][N:3]=1.[NH2:21][C:22]1[CH:23]=[CH:24][C:25]([O:30][CH:31]2[CH2:36][CH2:35][O:34][CH2:33][CH2:32]2)=[C:26]([CH:29]=1)[C:27]#[N:28], predict the reaction product. (4) The product is: [CH2:1]([O:3][C:4]([CH:6]1[CH2:11][CH2:10][CH2:9][CH2:8][N:7]1[NH:12][CH2:13][CH2:14][C:15]([CH3:16])([CH3:18])[CH3:17])=[O:5])[CH3:2]. Given the reactants [CH2:1]([O:3][C:4]([CH:6]1[CH2:11][CH2:10][CH2:9][CH2:8][N:7]1[N:12]=[CH:13][CH2:14][C:15]([CH3:18])([CH3:17])[CH3:16])=[O:5])[CH3:2].C(O)(=O)C.C([BH3-])#N.[Na+], predict the reaction product. (5) Given the reactants O[O:2][S:3]([O-:5])=O.[K+].C(N1[CH2:44][CH2:43][C:13]2([N:17]([C:18]3[CH:23]=[CH:22][C:21]([CH3:24])=[CH:20][CH:19]=3)[C:16](=[O:25])[N:15]([CH2:26][C:27]([NH:29][C:30]3[C:35]([CH:36]([CH3:38])[CH3:37])=[CH:34][CH:33]=[CH:32][C:31]=3[CH:39]([CH3:41])[CH3:40])=[O:28])[C:14]2=[O:42])[CH2:12][CH2:11]1)(=O)C.ClCCl, predict the reaction product. The product is: [CH:39]([C:31]1[CH:32]=[CH:33][CH:34]=[C:35]([CH:36]([CH3:38])[CH3:37])[C:30]=1[NH:29][C:27](=[O:28])[CH2:26][N:15]1[C:14](=[O:42])[C:13]2([CH2:43][CH2:44][S:3](=[O:5])(=[O:2])[CH2:11][CH2:12]2)[N:17]([C:18]2[CH:23]=[CH:22][C:21]([CH3:24])=[CH:20][CH:19]=2)[C:16]1=[O:25])([CH3:41])[CH3:40].